From a dataset of Full USPTO retrosynthesis dataset with 1.9M reactions from patents (1976-2016). Predict the reactants needed to synthesize the given product. (1) Given the product [C:1]([O:5][C:6]([N:8]1[C:16]2[C:11](=[CH:12][CH:13]=[C:14]([CH:37]=[CH:38][CH2:33][N:39]3[CH2:40][CH2:41][O:42][CH2:26][CH2:27]3)[CH:15]=2)[CH:10]=[CH:9]1)=[O:7])([CH3:2])([CH3:3])[CH3:4], predict the reactants needed to synthesize it. The reactants are: [C:1]([O:5][C:6]([N:8]1[C:16]2[C:11](=[CH:12][C:13](C=CCO)=[CH:14][CH:15]=2)[CH:10]=[CH:9]1)=[O:7])([CH3:4])([CH3:3])[CH3:2].CCN([CH2:26][CH3:27])CC.CS(Cl)(=O)=O.[CH:33]1([NH:39][CH3:40])[CH2:38][CH2:37]CCC1.[C:41]([O-])(O)=[O:42].[Na+]. (2) Given the product [CH3:1][O:2][C:3]1[CH:8]=[CH:7][C:6]([O:23][CH3:22])=[CH:5][C:4]=1[C:9]1[NH:13][N:12]=[C:11]([C:14]([N:16]2[CH2:21][CH2:20][O:19][CH2:18][CH2:17]2)=[O:15])[CH:10]=1, predict the reactants needed to synthesize it. The reactants are: [CH3:1][O:2][C:3]1[CH:8]=[CH:7][CH:6]=[CH:5][C:4]=1[C:9]1[NH:13][N:12]=[C:11]([C:14]([N:16]2[CH2:21][CH2:20][O:19][CH2:18][CH2:17]2)=[O:15])[CH:10]=1.[CH3:22][O:23]C1C=CC(OC)=CC=1C1NN=C(C(O)=O)C=1. (3) The reactants are: [OH:1][C:2]1[CH:3]=[C:4]2[C:9](=[CH:10][CH:11]=1)[O:8][CH:7]([C:12]1[CH:17]=[CH:16][CH:15]=[CH:14][CH:13]=1)[CH2:6][C:5]2=[O:18].B.C1COCC1. Given the product [C:12]1([CH:7]2[CH2:6][CH:5]([OH:18])[C:4]3[C:9](=[CH:10][CH:11]=[C:2]([OH:1])[CH:3]=3)[O:8]2)[CH:13]=[CH:14][CH:15]=[CH:16][CH:17]=1, predict the reactants needed to synthesize it.